Dataset: Catalyst prediction with 721,799 reactions and 888 catalyst types from USPTO. Task: Predict which catalyst facilitates the given reaction. (1) Product: [CH2:11]([N:18]1[C:19](=[O:28])[C:20]([CH3:26])([CH3:27])[O:21][CH2:22][CH:23]1[CH:24]=[O:25])[C:12]1[CH:17]=[CH:16][CH:15]=[CH:14][CH:13]=1. The catalyst class is: 4. Reactant: CS(C)=O.C(Cl)(=O)C(Cl)=O.[CH2:11]([N:18]1[CH:23]([CH2:24][OH:25])[CH2:22][O:21][C:20]([CH3:27])([CH3:26])[C:19]1=[O:28])[C:12]1[CH:17]=[CH:16][CH:15]=[CH:14][CH:13]=1.C(N(CC)CC)C.C(=O)(O)[O-].[Na+]. (2) Product: [F:1][C:2]1[CH:9]=[C:8]([N:10]2[C:18]3[CH2:17][C:16]([CH3:19])([CH3:20])[CH2:15][C:14](=[O:21])[C:13]=3[C:12]([CH3:22])=[C:11]2[CH3:23])[CH:7]=[C:6]([NH:24][CH:25]2[CH2:30][CH2:29][O:28][CH2:27][CH2:26]2)[C:3]=1[C:4]([NH2:5])=[O:33]. The catalyst class is: 14. Reactant: [F:1][C:2]1[CH:9]=[C:8]([N:10]2[C:18]3[CH2:17][C:16]([CH3:20])([CH3:19])[CH2:15][C:14](=[O:21])[C:13]=3[C:12]([CH3:22])=[C:11]2[CH3:23])[CH:7]=[C:6]([NH:24][CH:25]2[CH2:30][CH2:29][O:28][CH2:27][CH2:26]2)[C:3]=1[C:4]#[N:5].CS(C)=[O:33].[OH-].[Na+].OO.